From a dataset of Catalyst prediction with 721,799 reactions and 888 catalyst types from USPTO. Predict which catalyst facilitates the given reaction. (1) Reactant: [C:1]([C:3]1[C:12]([CH2:13][C:14]2[CH:19]=[CH:18][C:17]([N:20]3[CH:24]=[CH:23][CH:22]=[N:21]3)=[CH:16][CH:15]=2)=[CH:11][C:6]([C:7]([O:9][CH3:10])=[O:8])=[C:5]([OH:25])[C:4]=1[CH3:26])#[N:2].[H-].[Na+].C1C=CC(N([S:36]([C:39]([F:42])([F:41])[F:40])(=[O:38])=[O:37])[S:36]([C:39]([F:42])([F:41])[F:40])(=[O:38])=[O:37])=CC=1.[Cl-].[NH4+]. Product: [C:1]([C:3]1[C:12]([CH2:13][C:14]2[CH:19]=[CH:18][C:17]([N:20]3[CH:24]=[CH:23][CH:22]=[N:21]3)=[CH:16][CH:15]=2)=[CH:11][C:6]([C:7]([O:9][CH3:10])=[O:8])=[C:5]([O:25][S:36]([C:39]([F:42])([F:41])[F:40])(=[O:38])=[O:37])[C:4]=1[CH3:26])#[N:2]. The catalyst class is: 1. (2) Reactant: [Mg].Br[C:3]1[CH:8]=[CH:7][C:6]([O:9][CH2:10][CH3:11])=[C:5]([F:12])[C:4]=1[Cl:13].[CH2:14]([C@H:17]1[CH2:22][CH2:21][C@H:20]([CH2:23][CH2:24][CH:25]2[CH2:30][CH2:29][C:28](=[O:31])[CH2:27][CH2:26]2)[CH2:19][CH2:18]1)[CH2:15][CH3:16].Cl. Product: [Cl:13][C:4]1[C:5]([F:12])=[C:6]([O:9][CH2:10][CH3:11])[CH:7]=[CH:8][C:3]=1[C:28]1([OH:31])[CH2:27][CH2:26][CH:25]([CH2:24][CH2:23][C@H:20]2[CH2:19][CH2:18][C@H:17]([CH2:14][CH2:15][CH3:16])[CH2:22][CH2:21]2)[CH2:30][CH2:29]1. The catalyst class is: 182. (3) Reactant: CC([N:5]([C@H:9]1[CH2:14][CH2:13][CH2:12][CH2:11][C@H:10]1[CH2:15][OH:16])[C:6](=[O:8])[O-:7])(C)C.Cl.N[C@H:19]1CC[C@H](C2C=CC=CC=2)[CH2:21][C@H:20]1[CH2:31]O.CC(OC(OC(OC(C)(C)C)=O)=O)(C)C.C(N(CC)CC)C. Product: [OH:16][CH2:15][C@@H:10]1[CH2:11][CH2:12][CH2:13][CH2:14][C@@H:9]1[NH:5][C:6](=[O:8])[O:7][C:20]([CH3:31])([CH3:21])[CH3:19]. The catalyst class is: 5. (4) The catalyst class is: 2. Reactant: [C:1]([O:5][C:6](=[O:13])[NH:7][CH2:8][CH2:9][CH2:10][CH2:11][NH2:12])([CH3:4])([CH3:3])[CH3:2].[BH-](OC(C)=O)(OC(C)=O)OC(C)=O.[Na+].[Cl:28][C:29]1[CH:30]=[C:31]([CH3:37])[C:32]([CH:35]=O)=[N:33][CH:34]=1. Product: [C:1]([O:5][C:6](=[O:13])[NH:7][CH2:8][CH2:9][CH2:10][CH2:11][NH:12][CH2:35][C:32]1[C:31]([CH3:37])=[CH:30][C:29]([Cl:28])=[CH:34][N:33]=1)([CH3:4])([CH3:2])[CH3:3]. (5) Reactant: [Br:1][C:2]1[CH:3]=[C:4]([NH2:23])[C:5]([N:8]([CH2:15][CH2:16][C:17]2[CH:22]=[CH:21][CH:20]=[CH:19][CH:18]=2)[CH2:9][CH2:10][C:11]([F:14])([F:13])[F:12])=[CH:6][CH:7]=1.[N:24]([C:27]1[CH:32]=[CH:31][CH:30]=[CH:29][C:28]=1[C:33]([F:36])([F:35])[F:34])=[C:25]=[O:26]. Product: [Br:1][C:2]1[CH:7]=[CH:6][C:5]([N:8]([CH2:15][CH2:16][C:17]2[CH:22]=[CH:21][CH:20]=[CH:19][CH:18]=2)[CH2:9][CH2:10][C:11]([F:12])([F:14])[F:13])=[C:4]([NH:23][C:25]([NH:24][C:27]2[CH:32]=[CH:31][CH:30]=[CH:29][C:28]=2[C:33]([F:34])([F:35])[F:36])=[O:26])[CH:3]=1. The catalyst class is: 2. (6) Reactant: [Br:1][C:2]1[CH:7]=[C:6]([N+:8]([O-])=O)[C:5]([CH3:11])=[CH:4][N+:3]=1[O-].[OH-].[Na+]. Product: [Br:1][C:2]1[CH:7]=[C:6]([NH2:8])[C:5]([CH3:11])=[CH:4][N:3]=1. The catalyst class is: 180. (7) Reactant: [Cl:1][C:2]1[CH:20]=[N:19][C:5]2=[N:6][C:7]([N:12]3[CH2:17][CH2:16][N:15]([CH3:18])[CH2:14][CH2:13]3)=[C:8]([NH:10][NH2:11])[N:9]=[C:4]2[CH:3]=1.[C:21](OC)(OC)(OC)[CH3:22]. Product: [Cl:1][C:2]1[CH:20]=[N:19][C:5]2[N:6]=[C:7]([N:12]3[CH2:17][CH2:16][N:15]([CH3:18])[CH2:14][CH2:13]3)[C:8]3[N:9]([C:21]([CH3:22])=[N:11][N:10]=3)[C:4]=2[CH:3]=1. The catalyst class is: 28.